From a dataset of Forward reaction prediction with 1.9M reactions from USPTO patents (1976-2016). Predict the product of the given reaction. (1) Given the reactants [Cl:1][C:2]1[CH:7]=[CH:6][C:5]([C@@H:8]2[C@@:10]3([C:18]4[C:13](=[CH:14][CH:15]=[CH:16][CH:17]=4)[N:12]([C:19]4[CH:20]=[C:21]([CH:25]=[CH:26][CH:27]=4)[C:22](O)=[O:23])[C:11]3=[O:28])[CH2:9]2)=[CH:4][CH:3]=1.[B-](F)(F)(F)F.CN(C(ON1N=NC2C1=CC=CC=2)=[N+](C)C)C.C(N(CC)C(C)C)(C)C.[NH:60]1[CH2:65][CH2:64][O:63][CH2:62][CH2:61]1, predict the reaction product. The product is: [Cl:1][C:2]1[CH:7]=[CH:6][C:5]([C@@H:8]2[C@@:10]3([C:18]4[C:13](=[CH:14][CH:15]=[CH:16][CH:17]=4)[N:12]([C:19]4[CH:27]=[CH:26][CH:25]=[C:21]([C:22]([N:60]5[CH2:65][CH2:64][O:63][CH2:62][CH2:61]5)=[O:23])[CH:20]=4)[C:11]3=[O:28])[CH2:9]2)=[CH:4][CH:3]=1. (2) Given the reactants [ClH:1].[CH3:2][O:3][C:4]1[CH:5]=[C:6](/[CH:12]=[C:13](/[C:16]2[CH:17]=[N:18][CH:19]=[CH:20][CH:21]=2)\[C:14]#[N:15])[CH:7]=[CH:8][C:9]=1[O:10][CH3:11], predict the reaction product. The product is: [ClH:1].[CH3:2][O:3][C:4]1[CH:5]=[C:6](/[CH:12]=[C:13](/[C:16]2[CH:17]=[N:18][CH:19]=[CH:20][CH:21]=2)\[C:14]#[N:15])[CH:7]=[CH:8][C:9]=1[O:10][CH3:11]. (3) Given the reactants Br[C@@H:2]1[C@@H:7]([OH:8])[CH2:6][C@H:5]2[C@@H:9]3[C@H:18]([CH2:19][CH2:20][C@:3]12[CH3:4])[C:17]1[CH:16]=[CH:15][C:14]([O:21][CH3:22])=[CH:13][C:12]=1[CH2:11][CH2:10]3.C([SnH](CCCC)CCCC)CCC.N(C(C)(C)C#N)=NC(C)(C)C#N, predict the reaction product. The product is: [CH3:22][O:21][C:14]1[CH:15]=[CH:16][C:17]2[C@@H:18]3[C@@H:9]([C@H:5]4[C@@:3]([CH2:20][CH2:19]3)([CH3:4])[CH2:2][C@@H:7]([OH:8])[CH2:6]4)[CH2:10][CH2:11][C:12]=2[CH:13]=1. (4) Given the reactants C(=O)([O-])[O-].[K+].[K+].C[O:8][C:9]([C:11]1[NH:33][C:14]2[C:15]3[C:16]([C:29]([O:31]C)=[O:30])=[CH:17][C:18]([C:25]([O:27]C)=[O:26])=[N:19][C:20]=3[C:21](=[O:24])[C:22](=[O:23])[C:13]=2[CH:12]=1)=[O:10].Cl, predict the reaction product. The product is: [O:23]=[C:22]1[C:21](=[O:24])[C:20]2[N:19]=[C:18]([C:25]([OH:27])=[O:26])[CH:17]=[C:16]([C:29]([OH:31])=[O:30])[C:15]=2[C:14]2[NH:33][C:11]([C:9]([OH:10])=[O:8])=[CH:12][C:13]1=2. (5) Given the reactants Br[C:2]1[C:3]([C:16]([OH:18])=[O:17])=[N:4][C:5]([C:8]2[C:13]([F:14])=[CH:12][CH:11]=[CH:10][C:9]=2[F:15])=[N:6][CH:7]=1.[OH-].[NH4+:20], predict the reaction product. The product is: [NH2:20][C:2]1[C:3]([C:16]([OH:18])=[O:17])=[N:4][C:5]([C:8]2[C:13]([F:14])=[CH:12][CH:11]=[CH:10][C:9]=2[F:15])=[N:6][CH:7]=1. (6) Given the reactants Cl.[Cl:2][C:3]1[N:8]=[C:7]2[NH:9][C:10]([C:12]([OH:14])=O)=[CH:11][C:6]2=[CH:5][C:4]=1[O:15][CH:16]1[CH2:21][CH2:20][N:19]([CH:22]([CH3:24])[CH3:23])[CH2:18][CH2:17]1.F[B-](F)(F)F.N1(OC(N(C)C)=[N+](C)C)C2C=CC=CC=2N=N1.[F:47][C:48]1([F:54])[CH2:53][CH2:52][NH:51][CH2:50][CH2:49]1.C(N(CC)C(C)C)(C)C, predict the reaction product. The product is: [Cl:2][C:3]1[N:8]=[C:7]2[NH:9][C:10]([C:12]([N:51]3[CH2:52][CH2:53][C:48]([F:54])([F:47])[CH2:49][CH2:50]3)=[O:14])=[CH:11][C:6]2=[CH:5][C:4]=1[O:15][CH:16]1[CH2:21][CH2:20][N:19]([CH:22]([CH3:24])[CH3:23])[CH2:18][CH2:17]1. (7) Given the reactants [O:1]=[C:2]1[N:6]([C:7]2[CH:14]=[CH:13][C:10]([C:11]#[N:12])=[C:9]([C:15]([F:18])([F:17])[F:16])[CH:8]=2)[C@@H:5]2[CH2:19][CH2:20][CH2:21][CH2:22][C@H:4]2[NH:3]1.I[C:24]1[CH:29]=[CH:28][N:27]=[C:26]([C:30]([F:33])([F:32])[F:31])[CH:25]=1, predict the reaction product. The product is: [O:1]=[C:2]1[N:6]([C:7]2[CH:14]=[CH:13][C:10]([C:11]#[N:12])=[C:9]([C:15]([F:18])([F:16])[F:17])[CH:8]=2)[C@@H:5]2[CH2:19][CH2:20][CH2:21][CH2:22][C@H:4]2[N:3]1[C:24]1[CH:29]=[CH:28][N:27]=[C:26]([C:30]([F:33])([F:32])[F:31])[CH:25]=1.